Predict the reaction yield, written as a fraction of the theoretical maximum amount of product (1.0 means a 100% yield; for example, 0.34 means a 34% yield). From a dataset of Reaction yield outcomes from USPTO patents with 853,638 reactions. (1) The reactants are [NH2:1][CH2:2][CH2:3][O:4][C:5]1[CH:10]=[CH:9][C:8]([C:11]2[N:12]([CH2:24][CH3:25])[C:13]3[C:18]([C:19]=2[C:20]#[N:21])=[CH:17][CH:16]=[C:15]([O:22][CH3:23])[CH:14]=3)=[CH:7][CH:6]=1.[CH2:26]([N:28]=[C:29]=[O:30])[CH3:27]. The catalyst is N1C=CC=CC=1. The product is [C:20]([C:19]1[C:18]2[C:13](=[CH:14][C:15]([O:22][CH3:23])=[CH:16][CH:17]=2)[N:12]([CH2:24][CH3:25])[C:11]=1[C:8]1[CH:9]=[CH:10][C:5]([O:4][CH2:3][CH2:2][NH:1][C:29]([NH:28][CH2:26][CH3:27])=[O:30])=[CH:6][CH:7]=1)#[N:21]. The yield is 0.930. (2) The reactants are [Br:1][C:2]1[CH:3]=[N:4][CH:5]=[C:6]([CH:10]=1)[C:7]([OH:9])=O.C(Cl)(=O)C(Cl)=O.CN(C=O)C.[CH:22]1([CH2:25][NH2:26])[CH2:24][CH2:23]1. The catalyst is C(Cl)Cl. The product is [Br:1][C:2]1[CH:3]=[N:4][CH:5]=[C:6]([CH:10]=1)[C:7]([NH:26][CH2:25][CH:22]1[CH2:24][CH2:23]1)=[O:9]. The yield is 0.710. (3) The reactants are C1(P(=O)(C2C=CC=CC=2)C2C=CC=CC=2)C=CC=CC=1.FC(F)(F)S(OS(C(F)(F)F)(=O)=O)(=O)=O.C([S:43][CH:44]([CH:69]([O:72][CH3:73])[O:70][CH3:71])[CH2:45][NH:46][C:47]([C:49]1[NH:50][C:51]2[C:56]([CH:57]=1)=[CH:55][CH:54]=[CH:53][C:52]=2[N:58]([CH3:68])[S:59]([C:62]1[N:63]([CH3:67])[CH:64]=[CH:65][N:66]=1)(=[O:61])=[O:60])=O)C1C=CC=CC=1.C1(SC)C=CC=CC=1. The catalyst is ClCCl.C(OCC)(=O)C. The product is [CH3:71][O:70][CH:69]([O:72][CH3:73])[CH:44]1[S:43][C:47]([C:49]2[NH:50][C:51]3[C:56]([CH:57]=2)=[CH:55][CH:54]=[CH:53][C:52]=3[N:58]([CH3:68])[S:59]([C:62]2[N:63]([CH3:67])[CH:64]=[CH:65][N:66]=2)(=[O:61])=[O:60])=[N:46][CH2:45]1. The yield is 0.480. (4) The reactants are [CH3:1][C:2]1[N:7]=[C:6]([NH2:8])[CH:5]=[CH:4][C:3]=1[C:9]#[C:10][Si](C)(C)C.CO.C(=O)([O-])[O-].[K+].[K+]. The catalyst is O. The product is [C:9]([C:3]1[CH:4]=[CH:5][C:6]([NH2:8])=[N:7][C:2]=1[CH3:1])#[CH:10]. The yield is 0.880.